Task: Predict the product of the given reaction.. Dataset: Forward reaction prediction with 1.9M reactions from USPTO patents (1976-2016) (1) Given the reactants C(O[C:5]1[C:9]2[CH:10]=[CH:11][CH:12]=[CH:13][C:8]=2[O:7][C:6]=1C)(=O)C.[OH-:15].[Na+].[CH2:17]([OH:19])[CH3:18], predict the reaction product. The product is: [O:7]1[C:8]2[CH:13]=[CH:12][CH:11]=[CH:10][C:9]=2[C:5]([CH2:18][C:17]([OH:15])=[O:19])=[CH:6]1. (2) Given the reactants [NH2:1][C@:2]1([C:16]2[S:20][N:19]=[CH:18][CH:17]=2)[C@H:6]([CH2:7]O)[CH2:5][N:4]([C:9]([O:11][C:12]([CH3:15])([CH3:14])[CH3:13])=[O:10])[CH2:3]1.[C:21]([N:29]=[C:30]=[S:31])(=[O:28])[C:22]1[CH:27]=[CH:26][CH:25]=[CH:24][CH:23]=1.C(N1C=CN=C1)(N1C=CN=C1)=O, predict the reaction product. The product is: [C:21]([NH:29][C:30]1[S:31][CH2:7][C@@H:6]2[CH2:5][N:4]([C:9]([O:11][C:12]([CH3:15])([CH3:14])[CH3:13])=[O:10])[CH2:3][C@:2]2([C:16]2[S:20][N:19]=[CH:18][CH:17]=2)[N:1]=1)(=[O:28])[C:22]1[CH:27]=[CH:26][CH:25]=[CH:24][CH:23]=1. (3) Given the reactants [C:1]1([NH:7][C:8](=[O:29])[O:9][CH:10]2[CH2:17][CH:16]3[CH:12]([CH2:13][CH:14]([NH:18][CH2:19][C:20]([N:22]4[CH2:26][CH2:25][CH2:24][CH:23]4[C:27]#[N:28])=[O:21])[CH2:15]3)[CH2:11]2)[CH:6]=[CH:5][CH:4]=[CH:3][CH:2]=1.[ClH:30], predict the reaction product. The product is: [ClH:30].[C:1]1([NH:7][C:8](=[O:29])[O:9][CH:10]2[CH2:11][CH:12]3[CH:16]([CH2:15][CH:14]([NH:18][CH2:19][C:20]([N:22]4[CH2:26][CH2:25][CH2:24][CH:23]4[C:27]#[N:28])=[O:21])[CH2:13]3)[CH2:17]2)[CH:6]=[CH:5][CH:4]=[CH:3][CH:2]=1. (4) Given the reactants [C:1]1([CH:7]([C:25]2[CH:30]=[CH:29][CH:28]=[CH:27][CH:26]=2)[CH2:8][CH2:9][N:10]2[CH2:15][CH2:14][CH:13]([NH:16][C:17](=[O:24])[CH2:18][C:19]3[N:20]=[N:21][NH:22][N:23]=3)[CH2:12][CH2:11]2)[CH:6]=[CH:5][CH:4]=[CH:3][CH:2]=1.[OH-].[Na+].[CH3:33]I, predict the reaction product. The product is: [C:1]1([CH:7]([C:25]2[CH:30]=[CH:29][CH:28]=[CH:27][CH:26]=2)[CH2:8][CH2:9][N:10]2[CH2:15][CH2:14][CH:13]([NH:16][C:17](=[O:24])[CH2:18][C:19]3[N:23]([CH3:33])[N:22]=[N:21][N:20]=3)[CH2:12][CH2:11]2)[CH:6]=[CH:5][CH:4]=[CH:3][CH:2]=1.